From a dataset of Aqueous solubility values for 9,982 compounds from the AqSolDB database. Regression/Classification. Given a drug SMILES string, predict its absorption, distribution, metabolism, or excretion properties. Task type varies by dataset: regression for continuous measurements (e.g., permeability, clearance, half-life) or binary classification for categorical outcomes (e.g., BBB penetration, CYP inhibition). For this dataset (solubility_aqsoldb), we predict Y. (1) The compound is Cc1ccc2c([N+](=O)[O-])ccc(O)c2n1. The Y is -3.96 log mol/L. (2) The compound is C=C/C=C\CC1=C(C)[C@@H](OC(=O)[C@@H]2[C@@H](/C=C(\C)C(=O)OC)C2(C)C)CC1=O. The Y is -4.62 log mol/L. (3) The molecule is O=C(Nc1ccccc1)C(Cl)Cl. The Y is -3.36 log mol/L. (4) The molecule is ClC1C(Cl)C(Cl)C(Cl)C(Cl)C1Cl. The Y is -4.64 log mol/L.